The task is: Predict the reactants needed to synthesize the given product.. This data is from Full USPTO retrosynthesis dataset with 1.9M reactions from patents (1976-2016). (1) The reactants are: [NH2:1][O:2][CH2:3][C:4]1[CH:9]=[CH:8][CH:7]=[CH:6][CH:5]=1.Cl.CC(O[Na])=O.[CH3:16][NH:17][C:18]1([C:25]2[CH:26]=[CH:27][CH:28]=[CH:29][C:30]=2[Cl:31])[C:23](=O)[CH2:22][CH2:21][CH2:20][CH2:19]1. Given the product [CH2:3]([O:2][N:1]=[C:19]1[CH2:20][CH2:21][CH2:22][CH2:23][C:18]1([C:25]1[CH:26]=[CH:27][CH:28]=[CH:29][C:30]=1[Cl:31])[NH:17][CH3:16])[C:4]1[CH:9]=[CH:8][CH:7]=[CH:6][CH:5]=1, predict the reactants needed to synthesize it. (2) Given the product [Cl:1][C:2]1[CH:7]=[CH:6][C:5]([Cl:8])=[CH:4][C:3]=1[C:9]1[CH:14]=[CH:13][N:12]([CH:15]([CH2:19][C:20]2[CH:25]=[CH:24][CH:23]=[CH:22][CH:21]=2)[C:16]([NH:29][CH2:30][C:31]([C:33]2[CH:34]=[CH:35][C:36]([N+:39]([O-:41])=[O:40])=[CH:37][CH:38]=2)=[O:32])=[O:18])[C:11](=[O:26])[CH:10]=1, predict the reactants needed to synthesize it. The reactants are: [Cl:1][C:2]1[CH:7]=[CH:6][C:5]([Cl:8])=[CH:4][C:3]=1[C:9]1[CH:14]=[CH:13][N:12]([CH:15]([CH2:19][C:20]2[CH:25]=[CH:24][CH:23]=[CH:22][CH:21]=2)[C:16]([OH:18])=O)[C:11](=[O:26])[CH:10]=1.O.Cl.[NH2:29][CH2:30][C:31]([C:33]1[CH:38]=[CH:37][C:36]([N+:39]([O-:41])=[O:40])=[CH:35][CH:34]=1)=[O:32].Cl.CN(C)CCCN=C=NCC.Cl. (3) Given the product [C:1]([O:5][C:6]([N:8]([CH2:27][CH2:28][CH3:29])[C@@H:9]([CH2:13][CH2:14][C:15]1[N:19]([CH2:20][CH2:21][CH3:22])[C:18]2[CH:23]=[CH:24][CH:25]=[CH:26][C:17]=2[N:16]=1)[C:10]([NH:50][O:49][CH2:42][C:43]1[CH:48]=[CH:47][CH:46]=[CH:45][CH:44]=1)=[O:11])=[O:7])([CH3:4])([CH3:2])[CH3:3], predict the reactants needed to synthesize it. The reactants are: [C:1]([O:5][C:6]([N:8]([CH2:27][CH2:28][CH3:29])[C@@H:9]([CH2:13][CH2:14][C:15]1[N:19]([CH2:20][CH2:21][CH3:22])[C:18]2[CH:23]=[CH:24][CH:25]=[CH:26][C:17]=2[N:16]=1)[C:10](O)=[O:11])=[O:7])([CH3:4])([CH3:3])[CH3:2].CCN=C=NCCCN(C)C.Cl.[CH2:42]([O:49][NH2:50])[C:43]1[CH:48]=[CH:47][CH:46]=[CH:45][CH:44]=1. (4) Given the product [S:1]1[C:5]([NH:6][C:7]2[CH:12]=[C:11]([N:33]3[CH2:34][C:31]([CH:28]4[CH2:30][CH2:29]4)([F:35])[CH2:32]3)[N:10]=[C:9]([S:14][C:15]3[CH:20]=[CH:19][C:18]([NH:21][C:22]([CH:24]4[CH2:26][CH2:25]4)=[O:23])=[CH:17][CH:16]=3)[N:8]=2)=[N:4][CH:3]=[N:2]1, predict the reactants needed to synthesize it. The reactants are: [S:1]1[C:5]([NH:6][C:7]2[CH:12]=[C:11](Cl)[N:10]=[C:9]([S:14][C:15]3[CH:20]=[CH:19][C:18]([NH:21][C:22]([CH:24]4[CH2:26][CH2:25]4)=[O:23])=[CH:17][CH:16]=3)[N:8]=2)=[N:4][CH:3]=[N:2]1.Cl.[CH:28]1([C:31]2([F:35])[CH2:34][NH:33][CH2:32]2)[CH2:30][CH2:29]1.CCN(C(C)C)C(C)C. (5) Given the product [NH2:1][C:2]1[N:7]=[C:6]([S:8][CH2:9][C:10]2[CH:11]=[C:12]([C:16]([NH:53][CH2:54][CH2:55][NH:56][C:57](=[O:63])[O:58][C:59]([CH3:60])([CH3:62])[CH3:61])=[O:17])[CH:13]=[CH:14][CH:15]=2)[C:5]([C:19]#[N:20])=[C:4]([C:21]2[CH:22]=[CH:23][CH:24]=[CH:25][CH:26]=2)[C:3]=1[C:27]#[N:28], predict the reactants needed to synthesize it. The reactants are: [NH2:1][C:2]1[N:7]=[C:6]([S:8][CH2:9][C:10]2[CH:11]=[C:12]([C:16](O)=[O:17])[CH:13]=[CH:14][CH:15]=2)[C:5]([C:19]#[N:20])=[C:4]([C:21]2[CH:26]=[CH:25][CH:24]=[CH:23][CH:22]=2)[C:3]=1[C:27]#[N:28].CN(C(ON1N=NC2C=CC=NC1=2)=[N+](C)C)C.F[P-](F)(F)(F)(F)F.[NH2:53][CH2:54][CH2:55][NH:56][C:57](=[O:63])[O:58][C:59]([CH3:62])([CH3:61])[CH3:60].C(N(CC)C(C)C)(C)C.